From a dataset of Human Reference Interactome with 51,813 positive PPI pairs across 8,248 proteins, plus equal number of experimentally-validated negative pairs. Binary Classification. Given two protein amino acid sequences, predict whether they physically interact or not. Protein 1 (ENSG00000149761) has sequence MDPEVTLLLQCPGGGLPQEQIQAELSPAHDRRPLPGGDEAITAIWETRLKAQPWLFDAPKFRLHSATLAPIGSRGPQLLLRLGLTSYRDFLGTNWSSSAAWLRQQGATDWGDTQAYLADPLGVGAALATADDFLVFLRRSRQVAEAPGLVDVPGGHPEPQALCPGGSPQHQDLAGQLVVHELFSSVLQEICDEVNLPLLTLSQPLLLGIARNETSAGRASAEFYVQCSLTSEQVRKHYLSGGPEAHESTGIFFVETQNVQRLLETEMWAELCPSAKGAIILYNRVQGSPTGAALGSPALL.... Protein 2 (ENSG00000179085) has sequence MLSVGGLRLSLVRFSFLLLRGALLPSLAVTMTKLAQWLWGLAILGSTWVALTTGALGLELPLSCQEVLWPLPAYLLVSAGCYALGTVGYRVATFHDCEDAARELQSQIQEARADLARRGLRF*MTKLAQWLWGLAILGSTWVALTTGALGLELPLSCQEVLWPLPAYLLVSAGCYALGTVGYRVATFHDCEDAARELQSQIQEARADLARRGLRF*. Result: 0 (the proteins do not interact).